From a dataset of Full USPTO retrosynthesis dataset with 1.9M reactions from patents (1976-2016). Predict the reactants needed to synthesize the given product. (1) Given the product [C:3]1([C:30]2[CH:31]=[CH:32][CH:33]=[CH:34][CH:35]=2)[CH:4]=[CH:5][C:6](/[C:9](/[CH3:29])=[CH:10]/[CH2:11][O:12][C:13]2[CH:18]=[CH:17][C:16]([CH2:19][C@H:20]([O:26][CH2:27][CH3:28])[C:21]([OH:23])=[O:22])=[CH:15][CH:14]=2)=[CH:7][CH:8]=1, predict the reactants needed to synthesize it. The reactants are: [OH-].[Na+].[C:3]1([C:30]2[CH:35]=[CH:34][CH:33]=[CH:32][CH:31]=2)[CH:8]=[CH:7][C:6](/[C:9](/[CH3:29])=[CH:10]/[CH2:11][O:12][C:13]2[CH:18]=[CH:17][C:16]([CH2:19][C@H:20]([O:26][CH2:27][CH3:28])[C:21]([O:23]CC)=[O:22])=[CH:15][CH:14]=2)=[CH:5][CH:4]=1. (2) The reactants are: [C:1]([C:4]1[C:12]2[C:7](=[CH:8][CH:9]=[C:10]([C:13]#[C:14][Si](C)(C)C)[CH:11]=2)[N:6]([CH2:19][C:20]([N:22]2[CH2:26][C@H:25]([F:27])[CH2:24][C@H:23]2[C:28]([NH:30][CH2:31][C:32]2[CH:37]=[CH:36][CH:35]=[C:34]([Cl:38])[C:33]=2[F:39])=[O:29])=[O:21])[CH:5]=1)(=[O:3])[CH3:2].[F-].C([N+](CCCC)(CCCC)CCCC)CCC. Given the product [C:1]([C:4]1[C:12]2[C:7](=[CH:8][CH:9]=[C:10]([C:13]#[CH:14])[CH:11]=2)[N:6]([CH2:19][C:20]([N:22]2[CH2:26][C@H:25]([F:27])[CH2:24][C@H:23]2[C:28]([NH:30][CH2:31][C:32]2[CH:37]=[CH:36][CH:35]=[C:34]([Cl:38])[C:33]=2[F:39])=[O:29])=[O:21])[CH:5]=1)(=[O:3])[CH3:2], predict the reactants needed to synthesize it. (3) The reactants are: [C:1]([C:3]1[CH:4]=[N:5][CH:6]=[CH:7][C:8]=1[C:9]1[CH:17]=[CH:16][C:12]([C:13]([OH:15])=O)=[CH:11][C:10]=1[F:18])#[N:2].[C:19]([O:23][C:24]([N:26]1[CH2:31][CH2:30][CH:29]([NH:32][CH:33]2[CH2:35][CH2:34]2)[CH2:28][CH2:27]1)=[O:25])([CH3:22])([CH3:21])[CH3:20]. Given the product [C:19]([O:23][C:24]([N:26]1[CH2:31][CH2:30][CH:29]([N:32]([C:13](=[O:15])[C:12]2[CH:16]=[CH:17][C:9]([C:8]3[CH:7]=[CH:6][N:5]=[CH:4][C:3]=3[C:1]#[N:2])=[C:10]([F:18])[CH:11]=2)[CH:33]2[CH2:34][CH2:35]2)[CH2:28][CH2:27]1)=[O:25])([CH3:22])([CH3:20])[CH3:21], predict the reactants needed to synthesize it. (4) Given the product [CH2:29]([O:33][C:34]1[N:42]=[C:41]2[C:37]([N:38]=[C:39]([O:55][CH3:56])[N:40]2[CH2:43][CH2:44][CH2:45][CH2:46][CH2:47][CH2:48][CH:49]2[CH2:50][CH2:51][N:52]([CH:5]([CH3:6])[CH3:4])[CH2:53][CH2:54]2)=[C:36]([NH2:57])[N:35]=1)[CH2:30][CH2:31][CH3:32], predict the reactants needed to synthesize it. The reactants are: C(N1CC[CH2:6][CH:5](CCN2C(OC)=NC3C2=NC(O[C@@H](C)CCC)=NC=3N)[CH2:4]1)C.[CH2:29]([O:33][C:34]1[N:42]=[C:41]2[C:37]([N:38]=[C:39]([O:55][CH3:56])[N:40]2[CH2:43][CH2:44][CH2:45][CH2:46][CH2:47][CH2:48][CH:49]2[CH2:54][CH2:53][NH:52][CH2:51][CH2:50]2)=[C:36]([NH2:57])[N:35]=1)[CH2:30][CH2:31][CH3:32].ICC. (5) Given the product [CH2:1]([O:8][CH2:9][C:10]1[NH:12][CH:13]=[C:14]([C:16]2[C:17]([C:22]3[CH:27]=[CH:26][CH:25]=[CH:24][CH:23]=3)=[N:18][O:19][C:20]=2[CH3:21])[N:32]=1)[C:2]1[CH:7]=[CH:6][CH:5]=[CH:4][CH:3]=1, predict the reactants needed to synthesize it. The reactants are: [CH2:1]([O:8][CH2:9][C:10]([NH:12][CH2:13][C:14]([C:16]1[C:17]([C:22]2[CH:27]=[CH:26][CH:25]=[CH:24][CH:23]=2)=[N:18][O:19][C:20]=1[CH3:21])=O)=O)[C:2]1[CH:7]=[CH:6][CH:5]=[CH:4][CH:3]=1.C([O-])(=O)C.[NH4+:32]. (6) The reactants are: [N+:1]([C:4]1[CH:5]=[C:6]([N:10]2[CH2:15][CH2:14][NH:13][CH2:12][CH2:11]2)[CH:7]=[CH:8][CH:9]=1)([O-])=O.[C:16](=O)([O:22]C(C)(C)C)[O:17][C:18]([CH3:21])([CH3:20])[CH3:19].C([O-])(O)=O.[Na+]. Given the product [NH2:1][C:4]1[CH:5]=[C:6]([N:10]2[CH2:15][CH2:14][N:13]([C:16]([O:17][C:18]([CH3:21])([CH3:20])[CH3:19])=[O:22])[CH2:12][CH2:11]2)[CH:7]=[CH:8][CH:9]=1, predict the reactants needed to synthesize it. (7) The reactants are: [F:1][C:2]([F:24])([F:23])[C:3]1[CH:4]=[C:5]([C:13]2[N:17]=[CH:16][N:15](/[CH:18]=[CH:19]\[C:20]([OH:22])=O)[N:14]=2)[CH:6]=[C:7]([C:9]([F:12])([F:11])[F:10])[CH:8]=1.[C:25]([NH:31][NH2:32])(=[O:30])[C:26]([CH3:29])([CH3:28])[CH3:27].C(P1(=O)OP(CCC)(=O)OP(CCC)(=O)O1)CC.CCN(C(C)C)C(C)C. Given the product [F:12][C:9]([F:10])([F:11])[C:7]1[CH:6]=[C:5]([C:13]2[N:17]=[CH:16][N:15](/[CH:18]=[CH:19]\[C:20]([NH:32][NH:31][C:25](=[O:30])[C:26]([CH3:29])([CH3:28])[CH3:27])=[O:22])[N:14]=2)[CH:4]=[C:3]([C:2]([F:1])([F:23])[F:24])[CH:8]=1, predict the reactants needed to synthesize it.